From a dataset of Reaction yield outcomes from USPTO patents with 853,638 reactions. Predict the reaction yield, written as a fraction of the theoretical maximum amount of product (1.0 means a 100% yield; for example, 0.34 means a 34% yield). (1) The reactants are C(C1C=C(NC(=O)CCCC2C=CC([B:25]([OH:27])[OH:26])=CC=2)C=CC=1S(CC)(=O)=O)#N.[C:29]([C:31]1[CH:32]=[C:33]([NH:37][C:38](=[O:51])[O:39][CH2:40][CH2:41][C:42]2[CH:47]=[CH:46][C:45](Br)=[CH:44][C:43]=2[CH2:49][CH3:50])[CH:34]=[CH:35][CH:36]=1)#[N:30]. No catalyst specified. The product is [C:29]([C:31]1[CH:32]=[C:33]([NH:37][C:38]([O:39][CH2:40][CH2:41][C:42]2[CH:47]=[CH:46][C:45]([B:25]([OH:27])[OH:26])=[CH:44][C:43]=2[CH2:49][CH3:50])=[O:51])[CH:34]=[CH:35][CH:36]=1)#[N:30]. The yield is 0.610. (2) The reactants are [CH:1]1([C:7]2[N:12]([C:13]3[CH:18]=[CH:17][CH:16]=[C:15]([Cl:19])[C:14]=3[Cl:20])[C:11](=[O:21])[CH:10]=[C:9]([OH:22])[N:8]=2)[CH2:6][CH2:5][CH2:4][CH2:3][CH2:2]1.[Cl-].C[Al+]C.CCCCCC.ClC1C(Cl)=CC=C[C:35]=1[NH2:36].C1(C#N)CCCCC1.C(OCC)(=O)[CH2:51][C:52]([O:54]CC)=[O:53].C[O-:62].[Na+]. The catalyst is C1(C)C=CC=CC=1.O.COCCO. The product is [CH:1]1([C:7]2[N:12]([C:13]3[CH:18]=[CH:17][CH:16]=[C:15]([Cl:19])[C:14]=3[Cl:20])[C:11](=[O:21])[C:10]([C:35]([NH:36][CH2:51][C:52]([OH:54])=[O:53])=[O:62])=[C:9]([OH:22])[N:8]=2)[CH2:2][CH2:3][CH2:4][CH2:5][CH2:6]1. The yield is 0.530.